From a dataset of Reaction yield outcomes from USPTO patents with 853,638 reactions. Predict the reaction yield, written as a fraction of the theoretical maximum amount of product (1.0 means a 100% yield; for example, 0.34 means a 34% yield). The reactants are [Br:1][C:2]1[CH:3]=[C:4]2[C:9](=[CH:10][CH:11]=1)[N:8]=[CH:7][C:6]([C:12]([CH:14]1[CH2:16][CH2:15]1)=[O:13])=[C:5]2Cl.[NH2:18][C:19]1[CH:20]=[CH:21][C:22]([N:25]2[CH2:30][CH2:29][CH2:28][C@H:27]([NH:31][C:32](=[O:38])[O:33][C:34]([CH3:37])([CH3:36])[CH3:35])[CH2:26]2)=[N:23][CH:24]=1. The yield is 0.930. The product is [Br:1][C:2]1[CH:3]=[C:4]2[C:9](=[CH:10][CH:11]=1)[N:8]=[CH:7][C:6]([C:12]([CH:14]1[CH2:16][CH2:15]1)=[O:13])=[C:5]2[NH:18][C:19]1[CH:20]=[CH:21][C:22]([N:25]2[CH2:30][CH2:29][CH2:28][C@H:27]([NH:31][C:32](=[O:38])[O:33][C:34]([CH3:36])([CH3:35])[CH3:37])[CH2:26]2)=[N:23][CH:24]=1. No catalyst specified.